From a dataset of Full USPTO retrosynthesis dataset with 1.9M reactions from patents (1976-2016). Predict the reactants needed to synthesize the given product. (1) Given the product [CH3:1][N:2]1[CH2:7][CH2:6][N:5]([CH2:31][C:26]2[CH:27]=[CH:28][CH:29]=[C:30]3[C:25]=2[CH2:24][CH2:23][NH:22]3)[CH2:4][CH2:3]1, predict the reactants needed to synthesize it. The reactants are: [CH3:1][N:2]1[CH2:7][CH2:6][NH:5][CH2:4][CH2:3]1.C(O[BH-](OC(=O)C)OC(=O)C)(=O)C.[Na+].[NH:22]1[C:30]2[CH:29]=[CH:28][CH:27]=[C:26]([CH:31]=O)[C:25]=2[CH:24]=[CH:23]1. (2) Given the product [Cl:1][C:2]1[CH:3]=[CH:4][C:5]([C@H:8]2[N:15]3[C:11]([S:12][C:13]([C:19]([N:21]4[C@H:28]([CH3:29])[CH2:27][CH2:26][C@H:22]4[C:23]([N:43]4[CH2:44][CH2:45][CH:40]([N:39]([CH3:46])[CH3:38])[CH2:41][CH2:42]4)=[O:24])=[O:20])=[C:14]3[CH:16]([CH3:18])[CH3:17])=[N:10][C@:9]2([C:31]2[CH:32]=[CH:33][C:34]([Cl:37])=[CH:35][CH:36]=2)[CH3:30])=[CH:6][CH:7]=1, predict the reactants needed to synthesize it. The reactants are: [Cl:1][C:2]1[CH:7]=[CH:6][C:5]([C@H:8]2[N:15]3[C:11]([S:12][C:13]([C:19]([N:21]4[C@H:28]([CH3:29])[CH2:27][CH2:26][C@H:22]4[C:23](O)=[O:24])=[O:20])=[C:14]3[CH:16]([CH3:18])[CH3:17])=[N:10][C@:9]2([C:31]2[CH:36]=[CH:35][C:34]([Cl:37])=[CH:33][CH:32]=2)[CH3:30])=[CH:4][CH:3]=1.[CH3:38][N:39]([CH3:46])[CH:40]1[CH2:45][CH2:44][NH:43][CH2:42][CH2:41]1. (3) The reactants are: [C:1]1([C:7]2([C:10]3[N:15]=[C:14]4[S:16][C:17]([C:19]5[CH:20]=[C:21]6[C:25](=[CH:26][CH:27]=5)[N:24]([CH2:28][CH2:29][CH2:30][C:31]([O:33]C)=[O:32])[CH:23]=[CH:22]6)=[N:18][C:13]4=[CH:12][CH:11]=3)[CH2:9][CH2:8]2)[CH:6]=[CH:5][CH:4]=[CH:3][CH:2]=1.O.[OH-].[Li+]. Given the product [C:1]1([C:7]2([C:10]3[N:15]=[C:14]4[S:16][C:17]([C:19]5[CH:20]=[C:21]6[C:25](=[CH:26][CH:27]=5)[N:24]([CH2:28][CH2:29][CH2:30][C:31]([OH:33])=[O:32])[CH:23]=[CH:22]6)=[N:18][C:13]4=[CH:12][CH:11]=3)[CH2:9][CH2:8]2)[CH:2]=[CH:3][CH:4]=[CH:5][CH:6]=1, predict the reactants needed to synthesize it.